This data is from Forward reaction prediction with 1.9M reactions from USPTO patents (1976-2016). The task is: Predict the product of the given reaction. (1) Given the reactants C(=O)([O-])[O-:2].[K+].[K+].CS(C)=O.OO.[C:13]([C:15]1[C:16]([NH:21][C:22](=O)[CH2:23][O:24][CH2:25][CH2:26][C:27]2[CH:32]=[CH:31][CH:30]=[CH:29][CH:28]=2)=[N:17][CH:18]=[CH:19][CH:20]=1)#[N:14], predict the reaction product. The product is: [CH2:25]([O:24][CH2:23][C:22]1[NH:14][C:13](=[O:2])[C:15]2[CH:20]=[CH:19][CH:18]=[N:17][C:16]=2[N:21]=1)[CH2:26][C:27]1[CH:32]=[CH:31][CH:30]=[CH:29][CH:28]=1. (2) Given the reactants [NH2:1][C:2]1[CH:3]=[C:4]([CH:8]=[CH:9][C:10]=1[NH2:11])[C:5]([OH:7])=[O:6].S(=O)(=O)(O)O.[CH2:17](O)[CH3:18], predict the reaction product. The product is: [CH2:17]([O:6][C:5](=[O:7])[C:4]1[CH:8]=[CH:9][C:10]([NH2:11])=[C:2]([NH2:1])[CH:3]=1)[CH3:18]. (3) Given the reactants I[C:2]1[C:3]([C:8]2[CH:13]=[CH:12][CH:11]=[CH:10][CH:9]=2)=[N:4][O:5][C:6]=1[CH3:7].C1(P(C2C=CC=CC=2)CCCP(C2C=CC=CC=2)C2C=CC=CC=2)C=CC=CC=1.C(N(CC)CC)C.[C:50]([C:52]1[CH:57]=[CH:56][CH:55]=[CH:54][N:53]=1)#[CH:51], predict the reaction product. The product is: [CH3:7][C:6]1[O:5][N:4]=[C:3]([C:8]2[CH:13]=[CH:12][CH:11]=[CH:10][CH:9]=2)[C:2]=1[C:51]#[C:50][C:52]1[CH:57]=[CH:56][CH:55]=[CH:54][N:53]=1. (4) Given the reactants Br[C:2]1[C:3]([CH3:20])=[C:4]([N:8]2[C:17](=[O:18])[C:16]3[C:11](=[CH:12][CH:13]=[C:14]([F:19])[CH:15]=3)[N:10]=[CH:9]2)[CH:5]=[CH:6][CH:7]=1.[CH3:21][C:22]1([CH3:38])[C:26]([CH3:28])([CH3:27])[O:25][B:24]([B:24]2[O:25][C:26]([CH3:28])([CH3:27])[C:22]([CH3:38])([CH3:21])[O:23]2)[O:23]1.C([O-])(=O)C.[K+].C(Cl)Cl, predict the reaction product. The product is: [F:19][C:14]1[CH:15]=[C:16]2[C:11](=[CH:12][CH:13]=1)[N:10]=[CH:9][N:8]([C:4]1[CH:5]=[CH:6][CH:7]=[C:2]([B:24]3[O:25][C:26]([CH3:28])([CH3:27])[C:22]([CH3:38])([CH3:21])[O:23]3)[C:3]=1[CH3:20])[C:17]2=[O:18]. (5) Given the reactants [NH2:1][C:2]1[CH:3]=[CH:4][C:5]([CH3:12])=[C:6]([CH:11]=1)[C:7]([O:9][CH3:10])=[O:8].[C:13]([O:17][C:18](O[C:18]([O:17][C:13]([CH3:16])([CH3:15])[CH3:14])=[O:19])=[O:19])([CH3:16])([CH3:15])[CH3:14].C([O-])([O-])=O.[K+].[K+], predict the reaction product. The product is: [C:13]([O:17][C:18]([NH:1][C:2]1[CH:3]=[CH:4][C:5]([CH3:12])=[C:6]([CH:11]=1)[C:7]([O:9][CH3:10])=[O:8])=[O:19])([CH3:16])([CH3:15])[CH3:14].